From a dataset of Full USPTO retrosynthesis dataset with 1.9M reactions from patents (1976-2016). Predict the reactants needed to synthesize the given product. (1) Given the product [C:2]1([NH:1][C@H:21]([C:22]([O:24][CH2:25][CH3:26])=[O:23])[CH3:27])[CH:7]=[CH:6][CH:5]=[CH:4][CH:3]=1, predict the reactants needed to synthesize it. The reactants are: [NH2:1][C:2]1[CH:7]=[CH:6][CH:5]=[CH:4][CH:3]=1.C(N(CC)CC)C.FC(F)(F)S(O[CH:21]([CH3:27])[C:22]([O:24][CH2:25][CH3:26])=[O:23])(=O)=O. (2) Given the product [C:23]([NH:27][C:20]([C:11]1[CH:10]=[C:9]([C:6]2[CH:7]=[CH:8][C:3]([C:1]#[N:2])=[CH:4][CH:5]=2)[N:13]([C:14]2[CH:15]=[N:16][CH:17]=[CH:18][CH:19]=2)[N:12]=1)=[O:22])([CH3:26])([CH3:25])[CH3:24], predict the reactants needed to synthesize it. The reactants are: [C:1]([C:3]1[CH:8]=[CH:7][C:6]([C:9]2[N:13]([C:14]3[CH:15]=[N:16][CH:17]=[CH:18][CH:19]=3)[N:12]=[C:11]([C:20]([OH:22])=O)[CH:10]=2)=[CH:5][CH:4]=1)#[N:2].[C:23]([NH2:27])([CH3:26])([CH3:25])[CH3:24]. (3) Given the product [CH2:1]([O:3][C:7]1[C:8]([C:20]([F:21])([F:22])[F:23])=[CH:9][C:10]([N+:17]([O-:19])=[O:18])=[CH:11][C:12]=1[C:13]([F:14])([F:15])[F:16])[CH3:2], predict the reactants needed to synthesize it. The reactants are: [CH2:1]([OH:3])[CH3:2].[OH-].[K+].Cl[C:7]1[C:12]([C:13]([F:16])([F:15])[F:14])=[CH:11][C:10]([N+:17]([O-:19])=[O:18])=[CH:9][C:8]=1[C:20]([F:23])([F:22])[F:21].